This data is from Full USPTO retrosynthesis dataset with 1.9M reactions from patents (1976-2016). The task is: Predict the reactants needed to synthesize the given product. (1) Given the product [CH2:15]([N:7]([CH2:8][C:9]1[CH:14]=[CH:13][CH:12]=[CH:11][CH:10]=1)[C:3]1([CH2:2][NH:1][C:24](=[O:25])[C:23]([F:34])([F:33])[F:22])[CH2:6][O:5][CH2:4]1)[C:16]1[CH:21]=[CH:20][CH:19]=[CH:18][CH:17]=1, predict the reactants needed to synthesize it. The reactants are: [NH2:1][CH2:2][C:3]1([N:7]([CH2:15][C:16]2[CH:21]=[CH:20][CH:19]=[CH:18][CH:17]=2)[CH2:8][C:9]2[CH:14]=[CH:13][CH:12]=[CH:11][CH:10]=2)[CH2:6][O:5][CH2:4]1.[F:22][C:23]([F:34])([F:33])[C:24](O[C:24](=[O:25])[C:23]([F:34])([F:33])[F:22])=[O:25]. (2) The reactants are: [C:1]([O:5][C:6]([N:8]1[CH2:13][CH2:12][CH2:11][CH2:10][C@H:9]1[C:14]([OH:16])=O)=[O:7])([CH3:4])([CH3:3])[CH3:2].CCN(C(C)C)C(C)C.CN(C(ON1N=NC2C=CC=NC1=2)=[N+](C)C)C.F[P-](F)(F)(F)(F)F.Cl.[NH2:51][C@:52]1([C:62]([O:64][CH3:65])=[O:63])[CH2:54][C@@H:53]1[C:55]1[CH:60]=[CH:59][C:58]([Br:61])=[CH:57][CH:56]=1. Given the product [Br:61][C:58]1[CH:57]=[CH:56][C:55]([C@H:53]2[CH2:54][C@:52]2([NH:51][C:14]([C@@H:9]2[CH2:10][CH2:11][CH2:12][CH2:13][N:8]2[C:6]([O:5][C:1]([CH3:2])([CH3:3])[CH3:4])=[O:7])=[O:16])[C:62]([O:64][CH3:65])=[O:63])=[CH:60][CH:59]=1, predict the reactants needed to synthesize it. (3) Given the product [C:12]1([S:18]([N:1]2[C:9]3[C:4](=[CH:5][CH:6]=[CH:7][CH:8]=3)[CH:3]=[CH:2]2)(=[O:20])=[O:19])[CH:17]=[CH:16][CH:15]=[CH:14][CH:13]=1, predict the reactants needed to synthesize it. The reactants are: [NH:1]1[C:9]2[C:4](=[CH:5][CH:6]=[CH:7][CH:8]=2)[CH:3]=[CH:2]1.[H-].[Na+].[C:12]1([S:18](Cl)(=[O:20])=[O:19])[CH:17]=[CH:16][CH:15]=[CH:14][CH:13]=1.